Dataset: Full USPTO retrosynthesis dataset with 1.9M reactions from patents (1976-2016). Task: Predict the reactants needed to synthesize the given product. Given the product [C:14]([O:18][C:19]([N:21]1[CH2:26][CH2:25][C:24]([OH:27])([C:2]2[C:7]([F:8])=[CH:6][CH:5]=[CH:4][N:3]=2)[CH2:23][CH2:22]1)=[O:20])([CH3:17])([CH3:15])[CH3:16], predict the reactants needed to synthesize it. The reactants are: Br[C:2]1[C:7]([F:8])=[CH:6][CH:5]=[CH:4][N:3]=1.[Li]CCCC.[C:14]([O:18][C:19]([N:21]1[CH2:26][CH2:25][C:24](=[O:27])[CH2:23][CH2:22]1)=[O:20])([CH3:17])([CH3:16])[CH3:15].